This data is from Forward reaction prediction with 1.9M reactions from USPTO patents (1976-2016). The task is: Predict the product of the given reaction. (1) Given the reactants [CH3:1][O:2][C:3]1[CH:11]=[CH:10][CH:9]=[C:8]2[C:4]=1[C:5]([NH2:12])=[N:6][NH:7]2.C(N(CC)CC)C.[C:20](O[C:20]([O:22][C:23]([CH3:26])([CH3:25])[CH3:24])=[O:21])([O:22][C:23]([CH3:26])([CH3:25])[CH3:24])=[O:21], predict the reaction product. The product is: [NH2:12][C:5]1[C:4]2[C:8](=[CH:9][CH:10]=[CH:11][C:3]=2[O:2][CH3:1])[N:7]([C:20]([O:22][C:23]([CH3:26])([CH3:25])[CH3:24])=[O:21])[N:6]=1. (2) Given the reactants [Cl:1][C:2]1[N:10]=[C:9]2[C:5]([N:6]=[C:7]([CH2:13][N:14]3[CH2:19][CH2:18]N(C(C)(C)C(N)=O)CC3)[N:8]2[CH2:11][CH3:12])=[C:4]([N:26]2[CH2:31][CH2:30][O:29][CH2:28][CH2:27]2)[N:3]=1.[CH2:32]([O:34][C:35]([CH:37]1CCN[CH2:39][CH2:38]1)=[O:36])[CH3:33], predict the reaction product. The product is: [CH2:32]([O:34][C:35]([CH:37]1[CH2:38][CH2:39][N:14]([CH2:13][C:7]2[N:8]([CH2:11][CH3:12])[C:9]3[C:5]([N:6]=2)=[C:4]([N:26]2[CH2:31][CH2:30][O:29][CH2:28][CH2:27]2)[N:3]=[C:2]([Cl:1])[N:10]=3)[CH2:19][CH2:18]1)=[O:36])[CH3:33]. (3) Given the reactants Cl.[CH2:2]([N:4]([CH2:8][CH3:9])[CH2:5][CH2:6]Cl)[CH3:3].[NH2:10][CH2:11][CH2:12][OH:13], predict the reaction product. The product is: [CH2:2]([N:4]([CH2:8][CH3:9])[CH2:5][CH2:6][NH:10][CH2:11][CH2:12][OH:13])[CH3:3]. (4) Given the reactants [C:1](Cl)(=O)C.[Br:5][CH2:6][CH2:7][CH2:8][CH2:9][CH2:10][C:11]([OH:13])=[O:12], predict the reaction product. The product is: [CH3:1][O:12][C:11](=[O:13])[CH2:10][CH2:9][CH2:8][CH2:7][CH2:6][Br:5]. (5) Given the reactants [NH:1]1[CH2:5][CH2:4][CH2:3][CH2:2]1.[Br:6][CH2:7][C:8](Br)=[O:9].C(N(CC)CC)C, predict the reaction product. The product is: [Br:6][CH2:7][C:8]([N:1]1[CH2:5][CH2:4][CH2:3][CH2:2]1)=[O:9]. (6) Given the reactants Cl[C:2]1[S:3][C:4]2[C:10]([N+:11]([O-:13])=[O:12])=[C:9]([Cl:14])[CH:8]=[CH:7][C:5]=2[N:6]=1.[N:15]12[CH2:23][CH2:22][CH:19]([CH2:20][CH2:21]1)[NH:18][CH2:17][CH2:16]2.C(=O)([O-])[O-].[K+].[K+], predict the reaction product. The product is: [Cl:14][C:9]1[CH:8]=[CH:7][C:5]2[N:6]=[C:2]([N:18]3[CH:19]4[CH2:22][CH2:23][N:15]([CH2:21][CH2:20]4)[CH2:16][CH2:17]3)[S:3][C:4]=2[C:10]=1[N+:11]([O-:13])=[O:12]. (7) Given the reactants [OH:1][C:2]1[CH:7]=[CH:6][C:5]([CH2:8][NH:9][C:10](=[O:18])[C:11]2[CH:16]=[CH:15][CH:14]=[N:13][C:12]=2[NH2:17])=[CH:4][CH:3]=1.[F:19][C:20]1[CH:21]=[C:22]([CH:25]=[C:26]([F:28])[CH:27]=1)[CH2:23]Br.C(=O)([O-])[O-].[Cs+].[Cs+].CN(C=O)C, predict the reaction product. The product is: [F:19][C:20]1[CH:21]=[C:22]([CH:25]=[C:26]([F:28])[CH:27]=1)[CH2:23][O:1][C:2]1[CH:3]=[CH:4][C:5]([CH2:8][NH:9][C:10](=[O:18])[C:11]2[CH:16]=[CH:15][CH:14]=[N:13][C:12]=2[NH2:17])=[CH:6][CH:7]=1. (8) Given the reactants [Cl:1][C:2]1[CH:3]=[C:4]([N:12]([CH2:23][CH3:24])[CH:13]2[CH2:18][CH2:17][N:16]([CH2:19][CH2:20][O:21][CH3:22])[CH2:15][CH2:14]2)[C:5]([CH3:11])=[C:6]([CH:10]=1)[C:7](O)=[O:8].C([N:27]([CH2:30][CH3:31])[CH2:28][CH3:29])C.[CH2:32]1[CH2:36][N:35]([P+](ON2N=NC3C=CC=CC2=3)([N:35]2[CH2:36][CH2:32][CH2:33][CH2:34]2)[N:35]2[CH2:36][CH2:32][CH2:33][CH2:34]2)[CH2:34][CH2:33]1.F[P-](F)(F)(F)(F)F.CS(C)=[O:67], predict the reaction product. The product is: [Cl:1][C:2]1[CH:3]=[C:4]([N:12]([CH2:23][CH3:24])[CH:13]2[CH2:18][CH2:17][N:16]([CH2:19][CH2:20][O:21][CH3:22])[CH2:15][CH2:14]2)[C:5]([CH3:11])=[C:6]([CH:10]=1)[C:7]([NH:35][CH2:34][C:33]1[C:32](=[O:67])[CH:36]=[C:28]([CH3:29])[NH:27][C:30]=1[CH3:31])=[O:8].